Dataset: Microsomal clearance measurements from AstraZeneca. Task: Regression/Classification. Given a drug SMILES string, predict its absorption, distribution, metabolism, or excretion properties. Task type varies by dataset: regression for continuous measurements (e.g., permeability, clearance, half-life) or binary classification for categorical outcomes (e.g., BBB penetration, CYP inhibition). For this dataset (clearance_microsome_az), we predict log10(clearance) (log10 of the in vitro intrinsic clearance, CLint, in uL/min per mg of human liver microsomal protein, equivalently mL/min/g; values are censored to the assay range of 3 to 150, which is 0.477 to 2.18 on this log10 scale). (1) The compound is CCc1cccc2c1N(C)Cc1cc3c(cc1-2)OCO3. The log10(clearance) is 1.65. (2) The compound is CC(C(=O)O)c1ccc(-c2ccccc2)c(F)c1. The log10(clearance) is 1.37. (3) The molecule is CC(=O)c1ccc(N2CCN(S(=O)(=O)C[C@]34CC[C@H](CC3=O)C4(C)C)CC2)nc1. The log10(clearance) is 2.18.